Dataset: Full USPTO retrosynthesis dataset with 1.9M reactions from patents (1976-2016). Task: Predict the reactants needed to synthesize the given product. (1) Given the product [CH3:18][N:12]1[CH2:17][CH2:16][N:15]([C:2]2[C:11]3[C:6](=[CH:7][CH:8]=[CH:9][CH:10]=3)[CH:5]=[CH:4][CH:3]=2)[CH2:14][CH2:13]1, predict the reactants needed to synthesize it. The reactants are: Br[C:2]1[C:11]2[C:6](=[CH:7][CH:8]=[CH:9][CH:10]=2)[CH:5]=[CH:4][CH:3]=1.[NH:12]1[CH2:17][CH2:16][NH:15][CH2:14][CH2:13]1.[C:18]1(C)C=CC=CC=1P(C1C=CC=CC=1C)C1C=CC=CC=1C.C([O-])(C)(C)C.[K+]. (2) Given the product [Br:1][C:2]1[C:3](=[O:22])[N:4]([CH2:11][CH2:12][CH2:13][CH2:14][CH2:15][CH2:16][C:17]([OH:19])=[O:18])[C:5]([CH2:9][OH:23])=[C:6]([Br:8])[CH:7]=1, predict the reactants needed to synthesize it. The reactants are: [Br:1][C:2]1[C:3](=[O:22])[N:4]([CH2:11][CH2:12][CH2:13][CH2:14][CH2:15][CH2:16][C:17]([O:19]CC)=[O:18])[C:5]([CH2:9]Br)=[C:6]([Br:8])[CH:7]=1.[O:23]1CCOCC1. (3) Given the product [CH2:1]([N:3]1[CH2:8][CH2:7][CH:6]([N:20]2[CH2:21][CH2:22][N:17]([CH2:16][C:10]3[CH:11]=[CH:12][CH:13]=[CH:14][CH:15]=3)[CH2:18][CH2:19]2)[CH2:5][CH2:4]1)[CH3:2], predict the reactants needed to synthesize it. The reactants are: [CH2:1]([N:3]1[CH2:8][CH2:7][C:6](=O)[CH2:5][CH2:4]1)[CH3:2].[C:10]1([CH2:16][N:17]2[CH2:22][CH2:21][NH:20][CH2:19][CH2:18]2)[CH:15]=[CH:14][CH:13]=[CH:12][CH:11]=1. (4) Given the product [Br-:1].[C:10]1([C:13]2[CH:18]=[CH:17][CH:16]=[CH:15][CH:14]=2)[CH:11]=[CH:12][C:7]([CH2:6][CH2:5][CH2:4][CH2:3][CH2:2][N+:19]2[CH:24]=[CH:23][CH:22]=[C:21]([CH3:25])[CH:20]=2)=[CH:8][CH:9]=1, predict the reactants needed to synthesize it. The reactants are: [Br:1][CH2:2][CH2:3][CH2:4][CH2:5][CH2:6][C:7]1[CH:12]=[CH:11][C:10]([C:13]2[CH:18]=[CH:17][CH:16]=[CH:15][CH:14]=2)=[CH:9][CH:8]=1.[N:19]1[CH:24]=[CH:23][CH:22]=[C:21]([CH3:25])[CH:20]=1. (5) Given the product [CH2:10]([N:4]1[CH2:5][CH:25]([C:20]2[CH:21]=[CH:22][C:23]([Cl:24])=[C:18]([Cl:17])[CH:19]=2)[CH:26]([C:27]#[N:28])[CH2:3]1)[C:11]1[CH:16]=[CH:15][CH:14]=[CH:13][CH:12]=1, predict the reactants needed to synthesize it. The reactants are: CO[CH2:3][N:4]([CH2:10][C:11]1[CH:16]=[CH:15][CH:14]=[CH:13][CH:12]=1)[CH2:5][Si](C)(C)C.[Cl:17][C:18]1[CH:19]=[C:20](/[CH:25]=[CH:26]/[C:27]#[N:28])[CH:21]=[CH:22][C:23]=1[Cl:24].FC(F)(F)C(O)=O. (6) Given the product [C:54]([Si:51]([CH3:53])([CH3:52])[O:50][C@H:49]([C:58]1[CH:67]=[CH:66][C:65]([OH:68])=[C:64]2[C:59]=1[CH:60]=[CH:61][C:62](=[O:69])[NH:63]2)[CH2:48][NH:47][CH2:1][C:3]1[CH:4]=[CH:5][C:6]([NH:9][C:10]([CH2:12][CH2:13][CH2:14][N:15]([CH3:42])[C:16]([CH2:18][CH2:19][N:20]2[CH2:21][CH2:22][CH:23]([O:26][C:27](=[O:41])[NH:28][C:29]3[CH:34]=[CH:33][CH:32]=[CH:31][C:30]=3[C:35]3[CH:36]=[CH:37][CH:38]=[CH:39][CH:40]=3)[CH2:24][CH2:25]2)=[O:17])=[O:11])=[CH:7][CH:8]=1)([CH3:57])([CH3:56])[CH3:55], predict the reactants needed to synthesize it. The reactants are: [CH:1]([C:3]1[CH:8]=[CH:7][C:6]([NH:9][C:10]([CH2:12][CH2:13][CH2:14][N:15]([CH3:42])[C:16]([CH2:18][CH2:19][N:20]2[CH2:25][CH2:24][CH:23]([O:26][C:27](=[O:41])[NH:28][C:29]3[CH:34]=[CH:33][CH:32]=[CH:31][C:30]=3[C:35]3[CH:40]=[CH:39][CH:38]=[CH:37][CH:36]=3)[CH2:22][CH2:21]2)=[O:17])=[O:11])=[CH:5][CH:4]=1)=O.C(O)(=O)C.[NH2:47][CH2:48][C@@H:49]([C:58]1[CH:67]=[CH:66][C:65]([OH:68])=[C:64]2[C:59]=1[CH:60]=[CH:61][C:62](=[O:69])[NH:63]2)[O:50][Si:51]([C:54]([CH3:57])([CH3:56])[CH3:55])([CH3:53])[CH3:52].CO.C(O[BH-](OC(=O)C)OC(=O)C)(=O)C.[Na+]. (7) Given the product [NH2:24][CH2:23][CH2:22][N:3]1[C:4]2[C:9](=[CH:8][CH:7]=[CH:6][CH:5]=2)[C:10]2([C:14]3=[CH:15][C:16]4[O:20][CH2:19][O:18][C:17]=4[CH:21]=[C:13]3[O:12][CH2:11]2)[C:2]1=[O:1], predict the reactants needed to synthesize it. The reactants are: [O:1]=[C:2]1[C:10]2([C:14]3=[CH:15][C:16]4[O:20][CH2:19][O:18][C:17]=4[CH:21]=[C:13]3[O:12][CH2:11]2)[C:9]2[C:4](=[CH:5][CH:6]=[CH:7][CH:8]=2)[N:3]1[CH2:22][CH2:23][N:24]1C(=O)C2C(=CC=CC=2)C1=O.NN.